Predict which catalyst facilitates the given reaction. From a dataset of Catalyst prediction with 721,799 reactions and 888 catalyst types from USPTO. (1) Reactant: [F:1][C:2]1[C:3]([N:9]2[CH:13]=[CH:12][C:11]([NH2:14])=[N:10]2)=[N:4][CH:5]=[C:6]([F:8])[CH:7]=1.C(=O)([O-])[O-].[K+].[K+].[F:21][C:22]([F:33])([F:32])[C:23]1[CH:31]=[CH:30][CH:29]=[CH:28][C:24]=1[C:25](Cl)=[O:26]. Product: [F:1][C:2]1[C:3]([N:9]2[C:13]3[C:12](=[CH:3][C:2]([F:1])=[CH:7][CH:6]=3)[C:11]([NH:14][C:25](=[O:26])[C:24]3[CH:28]=[CH:29][CH:30]=[CH:31][C:23]=3[C:22]([F:33])([F:32])[F:21])=[N:10]2)=[N:4][CH:5]=[C:6]([F:8])[CH:7]=1. The catalyst class is: 115. (2) Reactant: Br[C:2]1[CH:16]=[CH:15][C:5]([CH2:6][CH2:7][O:8][CH:9]2[CH2:14][CH2:13][CH2:12][CH2:11][O:10]2)=[CH:4][CH:3]=1.C([Li])CCC.[SiH:22](Cl)([C:27]([CH3:30])([CH3:29])[CH3:28])[C:23]([CH3:26])([CH3:25])[CH3:24].C([O-])(O)=O.[Na+]. Product: [C:23]([SiH:22]([C:27]([CH3:30])([CH3:29])[CH3:28])[C:2]1[CH:16]=[CH:15][C:5]([CH2:6][CH2:7][O:8][CH:9]2[CH2:14][CH2:13][CH2:12][CH2:11][O:10]2)=[CH:4][CH:3]=1)([CH3:26])([CH3:25])[CH3:24]. The catalyst class is: 1. (3) Reactant: CN(C)CCCN=C=O.[CH2:10]([C:17]1[NH:25][C:24]2[C:23](=[O:26])[N:22]([CH2:27][CH2:28][CH2:29][N:30]([CH3:32])[CH3:31])[C:21](=[O:33])[N:20]([CH2:34][CH2:35][C:36]3[CH:41]=[CH:40][C:39]([N+:42]([O-])=O)=[CH:38][CH:37]=3)[C:19]=2[N:18]=1)[C:11]1[CH:16]=[CH:15][CH:14]=[CH:13][CH:12]=1.O.NN.[H][H]. Product: [NH2:42][C:39]1[CH:38]=[CH:37][C:36]([CH2:35][CH2:34][N:20]2[C:19]3[N:18]=[C:17]([CH2:10][C:11]4[CH:16]=[CH:15][CH:14]=[CH:13][CH:12]=4)[NH:25][C:24]=3[C:23](=[O:26])[N:22]([CH2:27][CH2:28][CH2:29][N:30]([CH3:31])[CH3:32])[C:21]2=[O:33])=[CH:41][CH:40]=1. The catalyst class is: 45. (4) Reactant: [CH3:1][O:2][C:3]1[N:8]=[CH:7][C:6]([C:9]2[CH:15]=[CH:14][C:13]([N:16]3[CH2:21][CH2:20][O:19][CH2:18][CH2:17]3)=[CH:12][C:10]=2[NH2:11])=[CH:5][CH:4]=1.Cl[C:23]1[C:32]2[C:27](=[CH:28][C:29]([F:34])=[CH:30][C:31]=2[F:33])[N:26]=[C:25]([C:35]2[CH:40]=[CH:39][CH:38]=[CH:37][N:36]=2)[C:24]=1[CH3:41].C1(P(C2CCCCC2)C2(C(C)C)CC(C(C)C)=CC(C(C)C)=C2C2C=CC=CC=2)CCCCC1.CC(C1C=C(C(C)C)C(C2C=CC=CC=2P(C2CCCCC2)C2CCCCC2)=C(C(C)C)C=1)C.CC(C)([O-])C.[Na+]. Product: [F:33][C:31]1[CH:30]=[C:29]([F:34])[CH:28]=[C:27]2[C:32]=1[C:23]([NH:11][C:10]1[CH:12]=[C:13]([N:16]3[CH2:21][CH2:20][O:19][CH2:18][CH2:17]3)[CH:14]=[CH:15][C:9]=1[C:6]1[CH:7]=[N:8][C:3]([O:2][CH3:1])=[CH:4][CH:5]=1)=[C:24]([CH3:41])[C:25]([C:35]1[CH:40]=[CH:39][CH:38]=[CH:37][N:36]=1)=[N:26]2. The catalyst class is: 491. (5) Reactant: [NH2:1][C:2]1[CH:7]=[CH:6][C:5]([S:8][C:9]2[CH:17]=[CH:16][C:12]([C:13]([OH:15])=[O:14])=[CH:11][C:10]=2[N+:18]([O-:20])=[O:19])=[CH:4][CH:3]=1.C/C(/O[Si](C)(C)C)=N\[Si](C)(C)C.N1C=CC=CC=1.[CH:39]1[C:51]2[CH:50]([CH2:52][O:53][C:54](Cl)=[O:55])[C:49]3[C:44](=[CH:45][CH:46]=[CH:47][CH:48]=3)[C:43]=2[CH:42]=[CH:41][CH:40]=1.Cl. Product: [CH:39]1[C:51]2[CH:50]([CH2:52][O:53][C:54]([NH:1][C:2]3[CH:3]=[CH:4][C:5]([S:8][C:9]4[CH:17]=[CH:16][C:12]([C:13]([OH:15])=[O:14])=[CH:11][C:10]=4[N+:18]([O-:20])=[O:19])=[CH:6][CH:7]=3)=[O:55])[C:49]3[C:44](=[CH:45][CH:46]=[CH:47][CH:48]=3)[C:43]=2[CH:42]=[CH:41][CH:40]=1. The catalyst class is: 34. (6) Reactant: [NH:1]([C:3]([O:5][C:6]([CH3:9])([CH3:8])[CH3:7])=[O:4])[NH2:2].[CH:10]1([C:13](Cl)=[O:14])[CH2:12][CH2:11]1. Product: [CH:10]1([C:13]([NH:2][NH:1][C:3]([O:5][C:6]([CH3:9])([CH3:8])[CH3:7])=[O:4])=[O:14])[CH2:12][CH2:11]1. The catalyst class is: 2. (7) Reactant: C[O-].[Na+].CO.[C:6]([O:13][CH3:14])(=[O:12])[CH2:7][C:8]([O:10][CH3:11])=[O:9].[C:15]([O:20][CH3:21])(=[O:19])/[CH:16]=[CH:17]/[CH3:18].C(O)(=O)C.[Na+].[Cl-]. Product: [CH3:18][CH:17]([CH2:16][C:15]([O:20][CH3:21])=[O:19])[CH:7]([C:6]([O:13][CH3:14])=[O:12])[C:8]([O:10][CH3:11])=[O:9]. The catalyst class is: 24. (8) Reactant: [CH2:1]([O:8][C:9]([N:11]([CH3:21])[C@@H:12]([CH2:16][CH2:17][CH2:18][CH2:19][OH:20])[C:13]([OH:15])=[O:14])=[O:10])[C:2]1[CH:7]=[CH:6][CH:5]=[CH:4][CH:3]=1.C(=O)([O-])[O-].[K+].[K+].[CH2:28](Br)[C:29]1[CH:34]=[CH:33][CH:32]=[CH:31][CH:30]=1. Product: [CH2:28]([O:14][C:13](=[O:15])[C@H:12]([CH2:16][CH2:17][CH2:18][CH2:19][OH:20])[N:11]([C:9]([O:8][CH2:1][C:2]1[CH:3]=[CH:4][CH:5]=[CH:6][CH:7]=1)=[O:10])[CH3:21])[C:29]1[CH:34]=[CH:33][CH:32]=[CH:31][CH:30]=1. The catalyst class is: 35. (9) Reactant: [CH2:1]([P:3]([OH:5])[OH:4])[CH3:2].[CH2:6]([O:8][CH:9]=[CH2:10])[CH3:7].[O-]S(OOS([O-])(=O)=O)(=O)=O.[Na+].[Na+]. Product: [CH2:1]([P:3]([CH2:7][CH2:6][O:8][CH2:9][CH3:10])(=[O:5])[OH:4])[CH3:2]. The catalyst class is: 6. (10) Reactant: [Cl:1][C:2]1[N:7]=[C:6]([C:8]([NH:10][C:11]2[CH:19]=[C:18]([C:20]3[CH:28]=[CH:27][CH:26]=[C:25]4[C:21]=3[CH:22]=[CH:23][NH:24]4)[CH:17]=[C:16]3[C:12]=2[CH:13]=[N:14][NH:15]3)=[O:9])[C:5](F)=[CH:4][CH:3]=1.[CH3:30][NH:31][CH3:32].CCN(C(C)C)C(C)C. Product: [Cl:1][C:2]1[N:7]=[C:6]([C:8]([NH:10][C:11]2[CH:19]=[C:18]([C:20]3[CH:28]=[CH:27][CH:26]=[C:25]4[C:21]=3[CH:22]=[CH:23][NH:24]4)[CH:17]=[C:16]3[C:12]=2[CH:13]=[N:14][NH:15]3)=[O:9])[C:5]([N:31]([CH3:32])[CH3:30])=[CH:4][CH:3]=1. The catalyst class is: 1.